This data is from Forward reaction prediction with 1.9M reactions from USPTO patents (1976-2016). The task is: Predict the product of the given reaction. (1) Given the reactants Cl[C:2]1[C:7]([CH:8]=[O:9])=[C:6]([N:10]2[CH2:21][CH2:20][N:19]3[C:12](=[CH:13][C:14]4[CH2:15][C:16]([CH3:23])([CH3:22])[CH2:17][C:18]=43)[C:11]2=[O:24])[CH:5]=[CH:4][N:3]=1.[CH3:25][O:26][CH2:27][CH2:28][N:29]1[CH2:34][CH2:33][N:32]2[N:35]=[C:36]([NH:38][C:39]3[C:40](=[O:55])[N:41]([CH3:54])[CH:42]=[C:43](B4OC(C)(C)C(C)(C)O4)[CH:44]=3)[CH:37]=[C:31]2[CH2:30]1.[O-]P([O-])([O-])=O.[K+].[K+].[K+].C([O-])(=O)C.[Na+], predict the reaction product. The product is: [CH3:22][C:16]1([CH3:23])[CH2:15][C:14]2[CH:13]=[C:12]3[N:19]([CH2:20][CH2:21][N:10]([C:6]4[CH:5]=[CH:4][N:3]=[C:2]([C:43]5[CH:44]=[C:39]([NH:38][C:36]6[CH:37]=[C:31]7[CH2:30][N:29]([CH2:28][CH2:27][O:26][CH3:25])[CH2:34][CH2:33][N:32]7[N:35]=6)[C:40](=[O:55])[N:41]([CH3:54])[CH:42]=5)[C:7]=4[CH:8]=[O:9])[C:11]3=[O:24])[C:18]=2[CH2:17]1. (2) Given the reactants [N:1]1([CH2:7][CH2:8][CH2:9][O:10][C:11]2[CH:21]=[CH:20][C:14]3[CH2:15][NH:16][CH2:17][CH2:18][CH2:19][C:13]=3[CH:12]=2)[CH2:6][CH2:5][CH2:4][CH2:3][CH2:2]1.C(O)(=O)C.[CH:26](=O)[C:27]1[CH:32]=[CH:31][CH:30]=[CH:29][CH:28]=1.C(O[BH-](OC(=O)C)OC(=O)C)(=O)C.[Na+], predict the reaction product. The product is: [CH2:26]([N:16]1[CH2:17][CH2:18][CH2:19][C:13]2[CH:12]=[C:11]([O:10][CH2:9][CH2:8][CH2:7][N:1]3[CH2:2][CH2:3][CH2:4][CH2:5][CH2:6]3)[CH:21]=[CH:20][C:14]=2[CH2:15]1)[C:27]1[CH:32]=[CH:31][CH:30]=[CH:29][CH:28]=1.